This data is from Reaction yield outcomes from USPTO patents with 853,638 reactions. The task is: Predict the reaction yield, written as a fraction of the theoretical maximum amount of product (1.0 means a 100% yield; for example, 0.34 means a 34% yield). (1) The reactants are [Cl:1][C:2]1[CH:7]=[CH:6][C:5]([C:8]2[CH:9]=[C:10]3[C:16]([C:17]([C:19]4[C:20]([F:33])=[C:21]([NH:26][S:27]([CH2:30][CH2:31][CH3:32])(=[O:29])=[O:28])[CH:22]=[CH:23][C:24]=4[F:25])=[O:18])=[CH:15][NH:14][C:11]3=[N:12][CH:13]=2)=[CH:4][CH:3]=1.[C:34]([NH:41][C@@H:42]([CH:46]([CH3:48])[CH3:47])[C:43](O)=[O:44])([O:36][C:37]([CH3:40])([CH3:39])[CH3:38])=[O:35].CCN=C=NCCCN(C)C. The catalyst is CN(C=O)C.CCOC(C)=O. The product is [Cl:1][C:2]1[CH:7]=[CH:6][C:5]([C:8]2[CH:9]=[C:10]3[C:16]([C:17]([C:19]4[C:20]([F:33])=[C:21]([N:26]([C:43](=[O:44])[C@@H:42]([NH:41][C:34](=[O:35])[O:36][C:37]([CH3:40])([CH3:39])[CH3:38])[CH:46]([CH3:48])[CH3:47])[S:27]([CH2:30][CH2:31][CH3:32])(=[O:28])=[O:29])[CH:22]=[CH:23][C:24]=4[F:25])=[O:18])=[CH:15][NH:14][C:11]3=[N:12][CH:13]=2)=[CH:4][CH:3]=1. The yield is 0.291. (2) The reactants are [Br:1][C:2]1[CH:7]=[CH:6][C:5]([S:8](Cl)(=[O:10])=[O:9])=[C:4]([O:12][C:13]([F:16])([F:15])[F:14])[CH:3]=1.[CH:17]1([NH2:21])[CH2:20][CH2:19][CH2:18]1. The yield is 0.610. The product is [Br:1][C:2]1[CH:7]=[CH:6][C:5]([S:8]([NH:21][CH:17]2[CH2:20][CH2:19][CH2:18]2)(=[O:10])=[O:9])=[C:4]([O:12][C:13]([F:16])([F:15])[F:14])[CH:3]=1. The catalyst is ClCCl.